From a dataset of Reaction yield outcomes from USPTO patents with 853,638 reactions. Predict the reaction yield, written as a fraction of the theoretical maximum amount of product (1.0 means a 100% yield; for example, 0.34 means a 34% yield). (1) The reactants are Cl[C:2]([O:4][CH2:5][CH3:6])=[O:3].[CH:7]12[CH2:16][CH:11]3[CH2:12][CH:13]([CH2:15][CH:9]([CH2:10]3)[CH:8]1[C:17]1[CH:22]=[C:21]([CH3:23])[CH:20]=[CH:19][C:18]=1[OH:24])[CH2:14]2.CCN(CC)CC. The catalyst is CN(C1C=CN=CC=1)C.ClCCl. The product is [C:2](=[O:3])([O:4][CH2:5][CH3:6])[O:24][C:18]1[CH:19]=[CH:20][C:21]([CH3:23])=[CH:22][C:17]=1[CH:8]1[CH:9]2[CH2:10][CH:11]3[CH2:12][CH:13]([CH2:14][CH:7]1[CH2:16]3)[CH2:15]2. The yield is 0.940. (2) The reactants are C([O:8][NH:9][C:10](=[O:30])[C:11]1[CH:16]=[CH:15][C:14]([NH:17][C:18](=[O:29])[CH:19]([C:23]2[CH:28]=[CH:27][CH:26]=[CH:25][CH:24]=2)[CH:20]([CH3:22])[CH3:21])=[CH:13][CH:12]=1)C1C=CC=CC=1.[H][H]. The catalyst is CO.C1COCC1.[Pd]. The product is [OH:8][NH:9][C:10](=[O:30])[C:11]1[CH:12]=[CH:13][C:14]([NH:17][C:18](=[O:29])[CH:19]([C:23]2[CH:24]=[CH:25][CH:26]=[CH:27][CH:28]=2)[CH:20]([CH3:22])[CH3:21])=[CH:15][CH:16]=1. The yield is 0.900.